The task is: Predict the reactants needed to synthesize the given product.. This data is from Full USPTO retrosynthesis dataset with 1.9M reactions from patents (1976-2016). (1) The reactants are: [Br:1][C:2]1[CH:7]=[CH:6][C:5]([NH:8][C:9]2[C:14]([C:15]([O-:17])=[O:16])=[CH:13][N:12]=[C:11]([NH:18][NH2:19])[CH:10]=2)=[C:4]([CH3:20])[CH:3]=1.[C:21](OC(=O)C)(=O)[CH3:22].O.[Li+].[OH-]. Given the product [Br:1][C:2]1[CH:7]=[CH:6][C:5]([NH:8][C:9]2[C:14]([C:15]([OH:17])=[O:16])=[CH:13][N:12]3[C:21]([CH3:22])=[N:19][N:18]=[C:11]3[CH:10]=2)=[C:4]([CH3:20])[CH:3]=1, predict the reactants needed to synthesize it. (2) Given the product [F:1][C:2]1[C:9]([CH3:10])=[C:8]([F:11])[CH:7]=[CH:6][C:3]=1[CH:4]=[CH:13][C:14]([OH:16])=[O:15], predict the reactants needed to synthesize it. The reactants are: [F:1][C:2]1[C:9]([CH3:10])=[C:8]([F:11])[CH:7]=[CH:6][C:3]=1[CH:4]=O.C(O)(=O)[CH2:13][C:14]([OH:16])=[O:15].